Dataset: Full USPTO retrosynthesis dataset with 1.9M reactions from patents (1976-2016). Task: Predict the reactants needed to synthesize the given product. (1) Given the product [Cl:1][C:2]1[C:10]([CH3:11])=[C:9]2[C:5]([C:6]([CH2:12][CH2:13][CH2:14][O:15][C:39]3[CH:40]=[C:41]([CH3:42])[C:36]([Cl:35])=[C:37]([CH3:44])[CH:38]=3)=[CH:7][NH:8]2)=[CH:4][CH:3]=1, predict the reactants needed to synthesize it. The reactants are: [Cl:1][C:2]1[C:10]([CH3:11])=[C:9]2[C:5]([C:6]([CH2:12][CH2:13][CH2:14][OH:15])=[CH:7][NH:8]2)=[CH:4][CH:3]=1.C1C=CC(P(C2C=CC=CC=2)C2C=CC=CC=2)=CC=1.[Cl:35][C:36]1[C:41]([CH3:42])=[CH:40][C:39](O)=[CH:38][C:37]=1[CH3:44]. (2) Given the product [C:16]12([C:11]3[CH:10]=[C:9]([C:3]4[CH:4]=[CH:5][C:6]([F:8])=[CH:7][C:2]=4[F:1])[CH:14]=[CH:13][C:12]=3[OH:15])[CH2:25][CH:20]3[CH2:21][CH:22]([CH2:24][CH:18]([CH2:19]3)[CH2:17]1)[CH2:23]2, predict the reactants needed to synthesize it. The reactants are: [F:1][C:2]1[CH:7]=[C:6]([F:8])[CH:5]=[CH:4][C:3]=1[C:9]1[CH:14]=[CH:13][C:12]([OH:15])=[CH:11][CH:10]=1.[C:16]12(O)[CH2:25][CH:20]3[CH2:21][CH:22]([CH2:24][CH:18]([CH2:19]3)[CH2:17]1)[CH2:23]2.C1(C)C=CC=CC=1.CCCCCCC.